This data is from CYP2C9 inhibition data for predicting drug metabolism from PubChem BioAssay. The task is: Regression/Classification. Given a drug SMILES string, predict its absorption, distribution, metabolism, or excretion properties. Task type varies by dataset: regression for continuous measurements (e.g., permeability, clearance, half-life) or binary classification for categorical outcomes (e.g., BBB penetration, CYP inhibition). Dataset: cyp2c9_veith. (1) The molecule is Cc1cnc(CNc2cc(-c3ccc4c(c3)OCO4)ncn2)cn1. The result is 0 (non-inhibitor). (2) The drug is COc1cccc(Nc2ncc3nc(-c4cccs4)c(=O)n(-c4ccccc4)c3n2)c1. The result is 0 (non-inhibitor).